Regression. Given a peptide amino acid sequence and an MHC pseudo amino acid sequence, predict their binding affinity value. This is MHC class I binding data. From a dataset of Peptide-MHC class I binding affinity with 185,985 pairs from IEDB/IMGT. (1) The peptide sequence is RPQLWRYRW. The MHC is HLA-B51:01 with pseudo-sequence HLA-B51:01. The binding affinity (normalized) is 0.0847. (2) The peptide sequence is IIYVGCGER. The MHC is HLA-A02:19 with pseudo-sequence HLA-A02:19. The binding affinity (normalized) is 0.0847.